This data is from Full USPTO retrosynthesis dataset with 1.9M reactions from patents (1976-2016). The task is: Predict the reactants needed to synthesize the given product. (1) Given the product [C:13]([O:12][C:11]([NH:10][CH2:9][CH:8]([C:5]1[CH:6]=[CH:7][C:2]([O:1][CH2:34][C:35]([O:37][CH3:38])=[O:36])=[CH:3][CH:4]=1)[C:18]([NH:20][C:21]1[CH:22]=[C:23]2[C:28](=[CH:29][CH:30]=1)[CH:27]=[N:26][CH:25]=[CH:24]2)=[O:19])=[O:17])([CH3:14])([CH3:16])[CH3:15], predict the reactants needed to synthesize it. The reactants are: [OH:1][C:2]1[CH:7]=[CH:6][C:5]([CH:8]([C:18]([NH:20][C:21]2[CH:22]=[C:23]3[C:28](=[CH:29][CH:30]=2)[CH:27]=[N:26][CH:25]=[CH:24]3)=[O:19])[CH2:9][NH:10][C:11](=[O:17])[O:12][C:13]([CH3:16])([CH3:15])[CH3:14])=[CH:4][CH:3]=1.[H-].[Na+].Br[CH2:34][C:35]([O:37][CH3:38])=[O:36]. (2) Given the product [CH:1]12[CH2:7][CH:4]([CH2:5][CH2:6]1)[CH2:3][CH:2]2[CH:8]=[O:9], predict the reactants needed to synthesize it. The reactants are: [CH:1]12[CH2:7][CH:4]([CH2:5][CH2:6]1)[CH2:3][CH:2]2[CH2:8][OH:9].C1C=C[NH+]=CC=1.[O-][Cr](Cl)(=O)=O. (3) Given the product [C:1]([O:5][C:6](=[O:19])[NH:7][C:8]1[CH:13]=[C:12]([N:24]([CH2:23][CH2:22][O:21][CH3:20])[CH3:25])[C:11]([Cl:15])=[CH:10][C:9]=1[N+:16]([O-:18])=[O:17])([CH3:4])([CH3:3])[CH3:2], predict the reactants needed to synthesize it. The reactants are: [C:1]([O:5][C:6](=[O:19])[NH:7][C:8]1[CH:13]=[C:12](Cl)[C:11]([Cl:15])=[CH:10][C:9]=1[N+:16]([O-:18])=[O:17])([CH3:4])([CH3:3])[CH3:2].[CH3:20][O:21][CH2:22][CH2:23][NH:24][CH3:25].CCN(CC)CC. (4) The reactants are: [CH3:1][C@@H:2]1[C@H:7]([O:8][CH2:9][CH2:10][S:11]([CH3:14])(=[O:13])=[O:12])[C@H:6]([NH:15][C:16](=[O:22])[O:17][C:18]([CH3:21])([CH3:20])[CH3:19])[CH:5]=[C:4]([C:23]2[CH:28]=[CH:27][N:26]=[CH:25][C:24]=2[N+:29]([O-])=O)[CH2:3]1. Given the product [NH2:29][C:24]1[CH:25]=[N:26][CH:27]=[CH:28][C:23]=1[C@H:4]1[CH2:5][C@@H:6]([NH:15][C:16](=[O:22])[O:17][C:18]([CH3:21])([CH3:20])[CH3:19])[C@@H:7]([O:8][CH2:9][CH2:10][S:11]([CH3:14])(=[O:13])=[O:12])[C@@H:2]([CH3:1])[CH2:3]1, predict the reactants needed to synthesize it. (5) Given the product [OH:25][C:26]1[CH:31]=[C:30]([OH:32])[CH:29]=[CH:28][C:27]=1[C@H:40]1[CH2:45][CH2:44][C@H:43]([O:46][C:16]([NH:15][CH2:14][C:13]([O:12][CH2:10][CH3:11])=[O:17])=[O:50])[CH2:42][CH2:41]1, predict the reactants needed to synthesize it. The reactants are: C(N(CC)C(C)C)(C)C.[CH2:10]([O:12][C:13](=[O:17])[CH2:14][N+:15]#[C-:16])[CH3:11].[Si]([O:25][C:26]1[CH:31]=[C:30]([O:32][Si](C(C)(C)C)(C)C)[CH:29]=[CH:28][C:27]=1[C@H:40]1[CH2:45][CH2:44][C@H:43]([OH:46])[CH2:42][CH2:41]1)(C(C)(C)C)(C)C.CN(C)C=[O:50].